This data is from Full USPTO retrosynthesis dataset with 1.9M reactions from patents (1976-2016). The task is: Predict the reactants needed to synthesize the given product. Given the product [F:1][C:2]1[C:3]([O:8][C:9]([F:11])([F:10])[F:12])=[CH:4][CH:5]=[CH:6][C:7]=1[I:26], predict the reactants needed to synthesize it. The reactants are: [F:1][C:2]1[CH:7]=[CH:6][CH:5]=[CH:4][C:3]=1[O:8][C:9]([F:12])([F:11])[F:10].[Li]CCCC.CN(CCN(C)C)C.[I:26]I.